From a dataset of Reaction yield outcomes from USPTO patents with 853,638 reactions. Predict the reaction yield, written as a fraction of the theoretical maximum amount of product (1.0 means a 100% yield; for example, 0.34 means a 34% yield). (1) The reactants are [C:1]([C:3]1([OH:27])[CH2:8][CH2:7][N:6]([C:9]2[CH:14]=[CH:13][C:12]([N:15]3[CH2:19][C@H:18]([CH2:20][NH:21][C:22](=[O:24])[CH3:23])[O:17][C:16]3=[O:25])=[CH:11][C:10]=2[F:26])[CH2:5][CH2:4]1)#[N:2].S(=O)(=O)(O)[OH:29]. No catalyst specified. The product is [NH2:2][C:1]([C:3]1([OH:27])[CH2:4][CH2:5][N:6]([C:9]2[CH:14]=[CH:13][C:12]([N:15]3[CH2:19][C@H:18]([CH2:20][NH:21][C:22](=[O:24])[CH3:23])[O:17][C:16]3=[O:25])=[CH:11][C:10]=2[F:26])[CH2:7][CH2:8]1)=[O:29]. The yield is 0.620. (2) The reactants are [N:1]1([C:7]([O:9][C:10]([CH3:13])([CH3:12])[CH3:11])=[O:8])[CH2:6][CH2:5][NH:4][CH2:3][CH2:2]1.FC(F)(F)S(O[C:20]1[CH:21]=[CH:22][CH:23]=[C:24]2[C:29]=1[N:28]=[CH:27][CH:26]=[CH:25]2)(=O)=O.C([O-])([O-])=O.[Cs+].[Cs+]. The catalyst is C1COCC1.CCOCC.CC([O-])=O.CC([O-])=O.[Pd+2].C1C=CC(P(C2C(C3C(P(C4C=CC=CC=4)C4C=CC=CC=4)=CC=C4C=3C=CC=C4)=C3C(C=CC=C3)=CC=2)C2C=CC=CC=2)=CC=1. The product is [N:28]1[C:29]2[C:24](=[CH:23][CH:22]=[CH:21][C:20]=2[N:4]2[CH2:5][CH2:6][N:1]([C:7]([O:9][C:10]([CH3:13])([CH3:12])[CH3:11])=[O:8])[CH2:2][CH2:3]2)[CH:25]=[CH:26][CH:27]=1. The yield is 0.740. (3) The reactants are [Cl:1][C:2]1C=[C:4]([C@@H:8]([N:11]2[CH2:15][CH2:14][C@H:13]([O:16][CH2:17][O:18][CH3:19])[CH2:12]2)CO)[CH:5]=[CH:6][CH:7]=1.Cl[C:21]1C=C([C@H](O)CN2CC[C@H](OCOC)C2)C=CC=1.[CH3:39][NH:40][C:41]1[CH:50]=[CH:49][C:44]([C:45]([O:47][CH3:48])=[O:46])=[CH:43][CH:42]=1. The yield is 0.660. No catalyst specified. The product is [C:5]1([C@H:4]([N:40]([C:41]2[CH:50]=[CH:49][C:44]([C:45]([O:47][CH3:48])=[O:46])=[CH:43][CH:42]=2)[CH3:39])[CH2:8][N:11]2[CH2:15][CH2:14][C@H:13]([O:16][CH2:17][O:18][CH3:19])[CH2:12]2)[CH2:21][ClH:1][CH:2]=[CH:7][CH:6]=1. (4) The reactants are [CH3:1][NH2:2].S([C:7]1C=CC(C)=CC=1)(O)(=O)=O.S(C1C=CC(C)=CC=1)(O)(=O)=O.[C:25]([N:27]=[C:28]([NH2:47])[NH:29][CH2:30][C:31]1[C:36]([CH3:37])=[CH:35][C:34]([CH3:38])=[C:33]([CH2:39][NH:40][C:41]([NH2:45])=[N:42][C:43]#N)[C:32]=1[CH3:46])#[N:26]. The catalyst is C(O)C. The product is [C:1]([N:45]=[C:41]([NH:42][CH3:43])[NH:40][CH2:39][C:33]1[C:34]([CH3:38])=[CH:35][C:36]([CH3:37])=[C:31]([CH2:30][NH:29][C:28]([NH:47][CH3:7])=[N:27][C:25]#[N:26])[C:32]=1[CH3:46])#[N:2]. The yield is 0.0500. (5) The reactants are [C:1]1([CH:7]2[CH2:12][CH2:11][NH:10][CH2:9][CH2:8]2)[CH:6]=[CH:5][CH:4]=[CH:3][CH:2]=1.N1C=CC=CC=1.[O:19]1CC[CH2:21][CH2:20]1.C(Cl)(=O)C. The catalyst is O.C(OCC)(=O)C. The product is [C:1]1([CH:7]2[CH2:8][CH2:9][N:10]([C:20](=[O:19])[CH3:21])[CH2:11][CH2:12]2)[CH:6]=[CH:5][CH:4]=[CH:3][CH:2]=1. The yield is 0.980. (6) The reactants are [NH2:1][C:2]1[CH:11]=[CH:10][C:9]2[NH:8][C:7](=[O:12])[C:6]3[NH:13][CH:14]=[CH:15][C:5]=3[C:4]=2[CH:3]=1.Cl.[CH2:17]([C:19]([OH:21])=[O:20])[CH3:18].[F:22][C:23]1[CH:24]=[C:25]([S:29](Cl)(=[O:31])=[O:30])[CH:26]=[CH:27][CH:28]=1. No catalyst specified. The product is [F:22][C:23]1[CH:24]=[C:25]([S:29]([NH:1][C:2]2[CH:11]=[CH:10][C:9]3[NH:8][C:7](=[O:12])[C:6]4[NH:13][CH:14]=[CH:15][C:5]=4[C:4]=3[CH:3]=2)(=[O:31])=[O:30])[CH:26]=[CH:27][CH:28]=1.[CH2:17]([C:19]([O-:21])=[O:20])[CH3:18]. The yield is 0.240. (7) The reactants are [CH3:1][C:2]1[CH:8]=[C:7]([N+:9]([O-:11])=[O:10])[CH:6]=[CH:5][C:3]=1[NH2:4].[C:12](Cl)(=[O:19])[C:13]1[CH:18]=[CH:17][CH:16]=[CH:15][CH:14]=1. The catalyst is C1(C)C=CC=CC=1. The product is [CH3:1][C:2]1[CH:8]=[C:7]([N+:9]([O-:11])=[O:10])[CH:6]=[CH:5][C:3]=1[NH:4][C:12](=[O:19])[C:13]1[CH:18]=[CH:17][CH:16]=[CH:15][CH:14]=1. The yield is 0.950. (8) The reactants are Cl[C:2]1[C:12]2[CH2:11][CH2:10][N:9]([C:13]3[C:18]([C:19]([F:22])([F:21])[F:20])=[CH:17][CH:16]=[CH:15][N:14]=3)[CH2:8][CH2:7][C:6]=2[N:5]=[C:4]([S:23][CH3:24])[N:3]=1.CSC1N=C(O)C2CCN([C:37]3[C:42]([C:43]([F:46])([F:45])[F:44])=[CH:41][CH:40]=[CH:39][N:38]=3)CCC=2N=1.O=P(Cl)(Cl)Cl.[CH3:54]C#N. The catalyst is CCOC(C)=O. The product is [CH3:24][S:23][C:4]1[N:3]=[C:2]([NH:38][C:39]2[CH:40]=[CH:41][C:42]([C:43]([F:44])([F:45])[F:46])=[CH:37][CH:54]=2)[C:12]2[CH2:11][CH2:10][N:9]([C:13]3[C:18]([C:19]([F:22])([F:21])[F:20])=[CH:17][CH:16]=[CH:15][N:14]=3)[CH2:8][CH2:7][C:6]=2[N:5]=1. The yield is 0.890. (9) The reactants are [F:1][C:2]1[CH:3]=[CH:4][C:5]2[O:9][N:8]=[C:7]([CH:10]3[CH2:15][CH2:14][NH:13][CH2:12][CH2:11]3)[C:6]=2[CH:16]=1.[C:17]([O:21][C:22](=[O:33])[NH:23][C@H:24]1[CH2:29][CH2:28][C@H:27]([CH2:30][CH:31]=O)[CH2:26][CH2:25]1)([CH3:20])([CH3:19])[CH3:18].C(N(CC)CC)C.C(O[BH-](OC(=O)C)OC(=O)C)(=O)C.[Na+]. The catalyst is ClCCCl. The product is [C:17]([O:21][C:22](=[O:33])[NH:23][C@H:24]1[CH2:25][CH2:26][C@H:27]([CH2:30][CH2:31][N:13]2[CH2:12][CH2:11][CH:10]([C:7]3[C:6]4[CH:16]=[C:2]([F:1])[CH:3]=[CH:4][C:5]=4[O:9][N:8]=3)[CH2:15][CH2:14]2)[CH2:28][CH2:29]1)([CH3:20])([CH3:19])[CH3:18]. The yield is 1.00.